From a dataset of Forward reaction prediction with 1.9M reactions from USPTO patents (1976-2016). Predict the product of the given reaction. (1) The product is: [Cl:35][C:24]1[CH:23]=[C:22]([NH:21][C:19]([CH:18]([NH:17][C:13]2[CH:12]=[C:11]([CH:16]=[CH:15][CH:14]=2)[CH2:10][NH:9][C:7](=[O:8])[O:6][C:2]([CH3:4])([CH3:5])[CH3:3])[C:36]2[CH:37]=[CH:38][CH:39]=[CH:40][CH:41]=2)=[O:20])[CH:27]=[CH:26][C:25]=1[N:28]1[CH2:29][CH2:30][CH2:31][C:32]1=[NH:46]. Given the reactants [I-].[C:2]([O:6][C:7]([NH:9][CH2:10][C:11]1[CH:12]=[C:13]([NH:17][C@@H:18]([C:36]2[CH:41]=[CH:40][CH:39]=[CH:38][CH:37]=2)[C:19]([NH:21][C:22]2[CH:27]=[CH:26][C:25]([N+:28]3[C@H:29](S)[CH2:30][CH2:31][C:32]=3C)=[C:24]([Cl:35])[CH:23]=2)=[O:20])[CH:14]=[CH:15][CH:16]=1)=[O:8])([CH3:5])([CH3:4])[CH3:3].C([O-])(=O)C.[NH4+:46], predict the reaction product. (2) Given the reactants Cl[C:2]1[CH:7]=[N:6][CH:5]=[C:4]([Cl:8])[N:3]=1.C(=O)([O-])[O-].[Na+].[Na+].[C:15]1(B(O)O)[CH:20]=[CH:19][CH:18]=[CH:17][CH:16]=1.C(Cl)Cl, predict the reaction product. The product is: [Cl:8][C:4]1[CH:5]=[N:6][CH:7]=[C:2]([C:15]2[CH:20]=[CH:19][CH:18]=[CH:17][CH:16]=2)[N:3]=1. (3) Given the reactants [C:1](=O)(OC)OC.[CH3:7][O:8][C:9]([C:11]1[C:19]2[C:14](=[CH:15][C:16]([Br:20])=[CH:17][CH:18]=2)[NH:13][CH:12]=1)=[O:10].C(=O)([O-])[O-].[K+].[K+], predict the reaction product. The product is: [CH3:7][O:8][C:9]([C:11]1[C:19]2[C:14](=[CH:15][C:16]([Br:20])=[CH:17][CH:18]=2)[N:13]([CH3:1])[CH:12]=1)=[O:10]. (4) Given the reactants [F:1][C:2]1[CH:7]=[CH:6][C:5]([N:8]2[CH2:23][CH2:22][C:11]3[NH:12][C:13]4[CH:14]=[CH:15][C:16]([C:19]([OH:21])=O)=[CH:17][C:18]=4[C:10]=3[CH2:9]2)=[CH:4][CH:3]=1.CN(C(ON1N=NC2C=CC=NC1=2)=[N+](C)C)C.F[P-](F)(F)(F)(F)F.Cl.Cl.[N:50]1[CH:55]=[CH:54][CH:53]=[C:52]([CH2:56][N:57]2[CH2:62][CH2:61][CH:60]([NH2:63])[CH2:59][CH2:58]2)[CH:51]=1.C(N(CC)CC)C.C(=O)(O)[O-].[Na+], predict the reaction product. The product is: [F:1][C:2]1[CH:7]=[CH:6][C:5]([N:8]2[CH2:23][CH2:22][C:11]3[NH:12][C:13]4[CH:14]=[CH:15][C:16]([C:19]([NH:63][CH:60]5[CH2:59][CH2:58][N:57]([CH2:56][C:52]6[CH:51]=[N:50][CH:55]=[CH:54][CH:53]=6)[CH2:62][CH2:61]5)=[O:21])=[CH:17][C:18]=4[C:10]=3[CH2:9]2)=[CH:4][CH:3]=1. (5) The product is: [C:11]([NH:1][C:2]1[CH:7]=[CH:6][CH:5]=[CH:4][C:3]=1[B:8]([OH:10])[OH:9])(=[O:14])[CH:12]=[CH2:13]. Given the reactants [NH2:1][C:2]1[CH:7]=[CH:6][CH:5]=[CH:4][C:3]=1[B:8]([OH:10])[OH:9].[C:11](Cl)(=[O:14])[CH:12]=[CH2:13], predict the reaction product.